Dataset: Retrosynthesis with 50K atom-mapped reactions and 10 reaction types from USPTO. Task: Predict the reactants needed to synthesize the given product. (1) Given the product COc1ccc(COc2cn(C)c3ccc(C(=O)NCCN4CCCC4)cc3c2=O)cc1, predict the reactants needed to synthesize it. The reactants are: COc1ccc(COc2cn(C)c3ccc(C(=O)O)cc3c2=O)cc1.NCCN1CCCC1. (2) Given the product COC(=O)c1cncc(C(SCCC(=O)N(C)C)c2cccc(OCc3ccc4ccc(Cl)cc4n3)c2)c1, predict the reactants needed to synthesize it. The reactants are: CN(C)C(=O)CCS.COC(=O)c1cncc(C(Cl)c2cccc(OCc3ccc4ccc(Cl)cc4n3)c2)c1. (3) The reactants are: NC(=O)NC1CCCC(=O)c2sccc21. Given the product NC(=O)N[C@@H]1CCC[C@@H](O)c2sccc21, predict the reactants needed to synthesize it. (4) Given the product N[C@@H](CCC(=O)O)C(=O)N[C@@H](Cc1ccccc1)C(=O)OCc1ccccc1, predict the reactants needed to synthesize it. The reactants are: N[C@@H](CCC(=O)O)C(=O)O.N[C@@H](Cc1ccccc1)C(=O)OCc1ccccc1. (5) Given the product O=Cc1cnn2ccc(-c3ccc(C(=O)O)s3)nc12, predict the reactants needed to synthesize it. The reactants are: O=C(O)c1ccc(B(O)O)s1.O=Cc1cnn2ccc(Cl)nc12. (6) Given the product CCNC(=O)CN1CC[C@H]2C[C@@H](C(=O)O)N(S(=O)(=O)c3ccc(OC)cc3)[C@H]2C1, predict the reactants needed to synthesize it. The reactants are: CCNC(=O)CN1CC[C@H]2C[C@@H](C(=O)OCC)N(S(=O)(=O)c3ccc(OC)cc3)[C@H]2C1. (7) Given the product CCOC(=O)CCc1ccc(C(CC)(CC)c2ccc(/C=C/C(OCOC)(C(F)(F)F)C(F)(F)F)c(C)c2)cc1C, predict the reactants needed to synthesize it. The reactants are: CCOC(=O)/C=C/c1ccc(C(CC)(CC)c2ccc(/C=C/C(OCOC)(C(F)(F)F)C(F)(F)F)c(C)c2)cc1C. (8) Given the product COCc1nc(Cl)c(-c2cc(C(=O)N3CCC(c4ccc(C#N)cc4)CC3)ccc2C)[nH]1, predict the reactants needed to synthesize it. The reactants are: COCc1nc(Cl)c(-c2cc(C(=O)O)ccc2C)[nH]1.N#Cc1ccc(C2CCNCC2)cc1. (9) Given the product COc1cc2c(cc1O)CCNC2=O, predict the reactants needed to synthesize it. The reactants are: COc1cc2c(cc1OC)C(=O)NCC2. (10) Given the product CC(C)(CO)C(=O)OCC1CO1, predict the reactants needed to synthesize it. The reactants are: CC(C)(CO)C(=O)O.ClCC1CO1.